This data is from Catalyst prediction with 721,799 reactions and 888 catalyst types from USPTO. The task is: Predict which catalyst facilitates the given reaction. (1) Reactant: [F:1][C:2]([F:33])([O:7][C:8]1[CH:13]=[CH:12][C:11]([N:14]2[CH:18]=[N:17][C:16]([C:19]3[CH:24]=[CH:23][C:22]([NH:25]C(=O)OC(C)(C)C)=[CH:21][CH:20]=3)=[N:15]2)=[CH:10][CH:9]=1)[C:3]([F:6])([F:5])[F:4].O1CCOCC1.C([O-])(O)=O.[Na+]. Product: [F:33][C:2]([F:1])([O:7][C:8]1[CH:9]=[CH:10][C:11]([N:14]2[CH:18]=[N:17][C:16]([C:19]3[CH:20]=[CH:21][C:22]([NH2:25])=[CH:23][CH:24]=3)=[N:15]2)=[CH:12][CH:13]=1)[C:3]([F:6])([F:5])[F:4]. The catalyst class is: 33. (2) Reactant: [Cl:1][C:2]1[CH:7]=[CH:6][C:5]([CH:8]([N:10]2[C:18]3[C:13](=[CH:14][CH:15]=[CH:16][CH:17]=3)[C:12]([C:19]([O:21]CC)=[O:20])=[C:11]2[CH3:24])[CH3:9])=[CH:4][CH:3]=1.[OH-].[K+].Cl. Product: [Cl:1][C:2]1[CH:3]=[CH:4][C:5]([CH:8]([N:10]2[C:18]3[C:13](=[CH:14][CH:15]=[CH:16][CH:17]=3)[C:12]([C:19]([OH:21])=[O:20])=[C:11]2[CH3:24])[CH3:9])=[CH:6][CH:7]=1. The catalyst class is: 24.